This data is from Reaction yield outcomes from USPTO patents with 853,638 reactions. The task is: Predict the reaction yield, written as a fraction of the theoretical maximum amount of product (1.0 means a 100% yield; for example, 0.34 means a 34% yield). (1) The reactants are Cl.[NH:2]1[CH2:7][CH2:6][CH:5]([C@H:8]([OH:10])[CH3:9])[CH2:4][CH2:3]1.F[C:12]1[CH:17]=[CH:16][C:15]([C:18]([F:21])([F:20])[F:19])=[CH:14][CH:13]=1.C(=O)([O-])[O-].[K+].[K+].O. The catalyst is CN(C)C=O.C(OCC)(=O)C. The product is [F:19][C:18]([F:21])([F:20])[C:15]1[CH:16]=[CH:17][C:12]([N:2]2[CH2:7][CH2:6][CH:5]([C@H:8]([OH:10])[CH3:9])[CH2:4][CH2:3]2)=[CH:13][CH:14]=1. The yield is 0.700. (2) The reactants are [Br:1][C:2]1[C:3]([N:22]2[CH2:27][CH2:26][CH2:25][C@@H:24]([NH:28]C(=O)OC(C)(C)C)[CH2:23]2)=[C:4]2[C:10]([NH:11][C:12](=[O:21])[C:13]3[CH:18]=[C:17]([CH3:19])[CH:16]=[CH:15][C:14]=3[F:20])=[CH:9][NH:8][C:5]2=[N:6][CH:7]=1.C(O)(C(F)(F)F)=O.[ClH:43]. The catalyst is C(Cl)Cl. The product is [ClH:43].[NH2:28][C@@H:24]1[CH2:25][CH2:26][CH2:27][N:22]([C:3]2[C:2]([Br:1])=[CH:7][N:6]=[C:5]3[NH:8][CH:9]=[C:10]([NH:11][C:12](=[O:21])[C:13]4[CH:18]=[C:17]([CH3:19])[CH:16]=[CH:15][C:14]=4[F:20])[C:4]=23)[CH2:23]1. The yield is 0.610. (3) The reactants are [Cl:1][C:2]1[N:3]=[CH:4][NH:5][CH:6]=1.Cl[C:8]1[CH:13]=[CH:12][C:11]([N+:14]([O-:16])=[O:15])=[CH:10][N:9]=1.C(=O)([O-])[O-].[K+].[K+].C(#N)C. The catalyst is O. The product is [Cl:1][C:2]1[N:3]=[CH:4][N:5]([C:8]2[CH:13]=[CH:12][C:11]([N+:14]([O-:16])=[O:15])=[CH:10][N:9]=2)[CH:6]=1. The yield is 0.680. (4) The yield is 1.00. The catalyst is CN(C=O)C.CCOC(C)=O.C([O-])(O)=O.[Na+]. The product is [Cl:1][C:2]1[C:3]([C:17]2[C:25]3[C:20](=[CH:21][CH:22]=[CH:23][CH:24]=3)[N:19]([S:26]([C:29]3[CH:30]=[CH:31][CH:32]=[CH:33][CH:34]=3)(=[O:28])=[O:27])[CH:18]=2)=[N:4][C:5]([NH:8][C:9]23[CH2:15][C:13]([NH:16][C:47]([C:46]4[CH:45]=[CH:44][C:43]([NH:42][C:40](=[O:41])[O:39][C:35]([CH3:37])([CH3:36])[CH3:38])=[CH:51][CH:50]=4)=[O:48])([CH2:14]2)[CH2:12][CH2:11][CH2:10]3)=[N:6][CH:7]=1. The reactants are [Cl:1][C:2]1[C:3]([C:17]2[C:25]3[C:20](=[CH:21][CH:22]=[CH:23][CH:24]=3)[N:19]([S:26]([C:29]3[CH:34]=[CH:33][CH:32]=[CH:31][CH:30]=3)(=[O:28])=[O:27])[CH:18]=2)=[N:4][C:5]([NH:8][C:9]23[CH2:15][C:13]([NH2:16])([CH2:14]2)[CH2:12][CH2:11][CH2:10]3)=[N:6][CH:7]=1.[C:35]([O:39][C:40]([NH:42][C:43]1[CH:51]=[CH:50][C:46]([C:47](O)=[O:48])=[CH:45][CH:44]=1)=[O:41])([CH3:38])([CH3:37])[CH3:36].CN(C(ON1N=NC2C=CC=CC1=2)=[N+](C)C)C.F[P-](F)(F)(F)(F)F.CCN(C(C)C)C(C)C.